Dataset: NCI-60 drug combinations with 297,098 pairs across 59 cell lines. Task: Regression. Given two drug SMILES strings and cell line genomic features, predict the synergy score measuring deviation from expected non-interaction effect. Drug 1: CN(C)N=NC1=C(NC=N1)C(=O)N. Drug 2: CCC(=C(C1=CC=CC=C1)C2=CC=C(C=C2)OCCN(C)C)C3=CC=CC=C3.C(C(=O)O)C(CC(=O)O)(C(=O)O)O. Cell line: RPMI-8226. Synergy scores: CSS=10.7, Synergy_ZIP=0.0104, Synergy_Bliss=6.42, Synergy_Loewe=-1.03, Synergy_HSA=0.546.